Dataset: Full USPTO retrosynthesis dataset with 1.9M reactions from patents (1976-2016). Task: Predict the reactants needed to synthesize the given product. (1) Given the product [C:20]([O:23][C:24](=[O:25])[NH:1][C:2]1[CH:11]=[C:10]2[C:5](=[CH:4][CH:3]=1)[C:6]([Br:16])=[N:7][N:8]([CH:13]([CH3:14])[CH3:15])[C:9]2=[O:12])([CH3:22])([CH3:21])[CH3:19], predict the reactants needed to synthesize it. The reactants are: [NH2:1][C:2]1[CH:11]=[C:10]2[C:5]([C:6]([Br:16])=[N:7][N:8]([CH:13]([CH3:15])[CH3:14])[C:9]2=[O:12])=[CH:4][CH:3]=1.[H-].[Na+].[CH3:19][C:20]([O:23][C:24](O[C:24]([O:23][C:20]([CH3:22])([CH3:21])[CH3:19])=[O:25])=[O:25])([CH3:22])[CH3:21].O. (2) Given the product [CH3:32][N:18]1[C:17]([CH2:16][O:15][C:12]2[CH:13]=[C:14]3[C:9]([CH:8]=[CH:7][N:6]3[CH2:5][C:4]([OH:33])=[O:3])=[CH:10][CH:11]=2)=[CH:21][C:20]([C:22]2[CH:27]=[CH:26][C:25]([C:28]([F:31])([F:29])[F:30])=[CH:24][CH:23]=2)=[N:19]1, predict the reactants needed to synthesize it. The reactants are: C([O:3][C:4](=[O:33])[CH2:5][N:6]1[C:14]2[C:9](=[CH:10][CH:11]=[C:12]([O:15][CH2:16][C:17]3[N:18]([CH3:32])[N:19]=[C:20]([C:22]4[CH:27]=[CH:26][C:25]([C:28]([F:31])([F:30])[F:29])=[CH:24][CH:23]=4)[CH:21]=3)[CH:13]=2)[CH:8]=[CH:7]1)C.[Li+].[OH-]. (3) The reactants are: [CH2:1]([O:5][C:6](=[O:12])[CH2:7][C:8]([CH2:10][OH:11])=[CH2:9])[CH2:2][CH2:3][CH3:4].[CH3:13][C:14]1[CH:23]=[C:22]([CH2:24][O:25][C:26]2[CH:34]=[CH:33][C:29]([CH:30]=[N:31][OH:32])=[CH:28][CH:27]=2)[C:21]2[C:16](=[CH:17][CH:18]=[CH:19][CH:20]=2)[N:15]=1. Given the product [CH2:1]([O:5][C:6](=[O:12])[CH2:7][C:8]1([CH:10]=[O:11])[O:32][N:31]=[C:30]([C:29]2[CH:28]=[CH:27][C:26]([O:25][CH2:24][C:22]3[C:21]4[C:16](=[CH:17][CH:18]=[CH:19][CH:20]=4)[N:15]=[C:14]([CH3:13])[CH:23]=3)=[CH:34][CH:33]=2)[CH2:9]1)[CH2:2][CH2:3][CH3:4], predict the reactants needed to synthesize it. (4) Given the product [ClH:31].[C:1]1([O:11][CH2:12][C@@H:13]2[CH2:17][C@H:16]([C:18]3[CH:23]=[CH:22][CH:21]=[CH:20][CH:19]=3)[CH2:15][NH:14]2)[C:10]2[C:5](=[CH:6][CH:7]=[CH:8][CH:9]=2)[CH:4]=[CH:3][CH:2]=1, predict the reactants needed to synthesize it. The reactants are: [C:1]1([O:11][CH2:12][C@@H:13]2[CH2:17][C@H:16]([C:18]3[CH:23]=[CH:22][CH:21]=[CH:20][CH:19]=3)[CH2:15][N:14]2C(OC(C)(C)C)=O)[C:10]2[C:5](=[CH:6][CH:7]=[CH:8][CH:9]=2)[CH:4]=[CH:3][CH:2]=1.[ClH:31]. (5) Given the product [C:46]([N:41]1[CH2:42][CH2:43][N:44]([C:23]([C@H:22]2[N:21]([C:19]([C:13]3[S:12][C:11]4=[N:10][C@:9]([C:31]5[CH:32]=[CH:33][C:34]([Cl:37])=[CH:35][CH:36]=5)([CH3:30])[C@@H:8]([C:5]5[CH:6]=[CH:7][C:2]([Cl:1])=[CH:3][CH:4]=5)[N:15]4[C:14]=3[CH:16]([CH3:17])[CH3:18])=[O:20])[C:28](=[O:29])[CH2:27][CH2:26]2)=[O:25])[CH2:45][C@H:40]1[CH3:39])(=[O:48])[CH3:47], predict the reactants needed to synthesize it. The reactants are: [Cl:1][C:2]1[CH:7]=[CH:6][C:5]([C@H:8]2[N:15]3[C:11]([S:12][C:13]([C:19]([N:21]4[C:28](=[O:29])[CH2:27][CH2:26][C@H:22]4[C:23]([OH:25])=O)=[O:20])=[C:14]3[CH:16]([CH3:18])[CH3:17])=[N:10][C@:9]2([C:31]2[CH:36]=[CH:35][C:34]([Cl:37])=[CH:33][CH:32]=2)[CH3:30])=[CH:4][CH:3]=1.Cl.[CH3:39][C@@H:40]1[CH2:45][NH:44][CH2:43][CH2:42][N:41]1[C:46](=[O:48])[CH3:47]. (6) Given the product [F:22][C:21]([F:24])([F:23])[C:43]([OH:46])=[O:44].[Cl:1][C:2]1[CH:7]=[CH:6][C:5]([NH:8][C:9]2[NH:10][C:11]([C:14]3[CH:15]=[C:16]([CH:17]=[CH:18][CH:19]=3)[O:20][C:39]3[N:38]=[N:37][C:36]([NH2:35])=[CH:41][CH:40]=3)=[N:12][N:13]=2)=[CH:4][C:3]=1[C:21]([F:22])([F:23])[F:24], predict the reactants needed to synthesize it. The reactants are: [Cl:1][C:2]1[CH:7]=[CH:6][C:5]([NH:8][C:9]2[NH:10][C:11]([C:14]3[CH:15]=[C:16]([OH:20])[CH:17]=[CH:18][CH:19]=3)=[N:12][N:13]=2)=[CH:4][C:3]=1[C:21]([F:24])([F:23])[F:22].C[Si]([N-][Si](C)(C)C)(C)C.[K+].[NH2:35][C:36]1[N:37]=[N:38][C:39](Cl)=[CH:40][CH:41]=1.[C:43]([O-:46])([O-])=[O:44].[K+].[K+].